From a dataset of Full USPTO retrosynthesis dataset with 1.9M reactions from patents (1976-2016). Predict the reactants needed to synthesize the given product. Given the product [CH:1]([C:4]1[CH:13]=[C:12]2[C:7]([C:8](=[O:20])[N:9]([N:15]([S:16]([CH3:19])(=[O:17])=[O:18])[C:28](=[O:29])[C:30]([O:33][C:34](=[O:36])[CH3:35])([CH3:32])[CH3:31])[C:10](=[O:14])[NH:11]2)=[CH:6][C:5]=1[C:21]1[N:22]([CH3:26])[N:23]=[CH:24][CH:25]=1)([CH3:3])[CH3:2], predict the reactants needed to synthesize it. The reactants are: [CH:1]([C:4]1[CH:13]=[C:12]2[C:7]([C:8](=[O:20])[N:9]([NH:15][S:16]([CH3:19])(=[O:18])=[O:17])[C:10](=[O:14])[NH:11]2)=[CH:6][C:5]=1[C:21]1[N:22]([CH3:26])[N:23]=[CH:24][CH:25]=1)([CH3:3])[CH3:2].Cl[C:28]([C:30]([O:33][C:34](=[O:36])[CH3:35])([CH3:32])[CH3:31])=[O:29].